This data is from Forward reaction prediction with 1.9M reactions from USPTO patents (1976-2016). The task is: Predict the product of the given reaction. (1) Given the reactants C[O-].[Na+].[Br:4][C:5]1[C:10]([CH3:11])=[CH:9][C:8]([N:12]([CH2:21][C:22]2[CH:27]=[CH:26][C:25]([O:28][CH3:29])=[CH:24][CH:23]=2)[CH2:13][CH2:14][CH2:15][CH2:16][C:17]([O:19][CH3:20])=[O:18])=[C:7]([CH:30]=O)[CH:6]=1.C(=O)(OC)OC.Cl, predict the reaction product. The product is: [Br:4][C:5]1[C:10]([CH3:11])=[CH:9][C:8]2[N:12]([CH2:21][C:22]3[CH:27]=[CH:26][C:25]([O:28][CH3:29])=[CH:24][CH:23]=3)[CH2:13][CH2:14][CH2:15][C:16]([C:17]([O:19][CH3:20])=[O:18])=[CH:30][C:7]=2[CH:6]=1. (2) The product is: [C:33]1([C:36]2[CH:37]=[CH:38][CH:39]=[CH:40][CH:41]=2)[CH:34]=[CH:35][C:30]([C:28]2[O:29][C:25]([CH3:24])=[C:26]([CH2:42][CH2:43][O:13][C:10]3[CH:11]=[CH:12][C:7]([CH2:6][C:5]([O:15][C:16]4[CH:21]=[CH:20][CH:19]=[C:18]([F:22])[CH:17]=4)([CH3:14])[C:4]([OH:3])=[O:23])=[CH:8][CH:9]=3)[N:27]=2)=[CH:31][CH:32]=1. Given the reactants C([O:3][C:4](=[O:23])[C:5]([O:15][C:16]1[CH:21]=[CH:20][CH:19]=[C:18]([F:22])[CH:17]=1)([CH3:14])[CH2:6][C:7]1[CH:12]=[CH:11][C:10]([OH:13])=[CH:9][CH:8]=1)C.[CH3:24][C:25]1[O:29][C:28]([C:30]2[CH:35]=[CH:34][C:33]([C:36]3[CH:41]=[CH:40][CH:39]=[CH:38][CH:37]=3)=[CH:32][CH:31]=2)=[N:27][C:26]=1[CH2:42][CH2:43]OS(C1C=CC(C)=CC=1)(=O)=O.C([O-])([O-])=O.[K+].[K+].[OH-].[Na+], predict the reaction product.